Dataset: Full USPTO retrosynthesis dataset with 1.9M reactions from patents (1976-2016). Task: Predict the reactants needed to synthesize the given product. (1) Given the product [F:14][C:13]([F:16])([F:15])[C:10]1[CH:11]=[CH:12][C:7]([C:5]2[NH:3][C:2](=[O:18])[S:1][CH:4]=2)=[CH:8][CH:9]=1, predict the reactants needed to synthesize it. The reactants are: [S:1]([CH2:4][C:5]([C:7]1[CH:12]=[CH:11][C:10]([C:13]([F:16])([F:15])[F:14])=[CH:9][CH:8]=1)=O)[C:2]#[N:3].S(=O)(=O)(O)[OH:18]. (2) Given the product [C:1]1([C:7]2[CH:12]=[CH:11][C:10]([CH2:13][N:14]3[CH2:15][CH:16]4[CH2:17][N:18]([C:30]([O:29][N:26]5[C:27](=[O:28])[CH2:22][CH2:23][C:24]5=[O:25])=[O:31])[CH2:19][CH:20]4[CH2:21]3)=[CH:9][CH:8]=2)[CH:2]=[CH:3][CH:4]=[CH:5][CH:6]=1, predict the reactants needed to synthesize it. The reactants are: [C:1]1([C:7]2[CH:12]=[CH:11][C:10]([CH2:13][N:14]3[CH2:21][CH:20]4[CH:16]([CH2:17][NH:18][CH2:19]4)[CH2:15]3)=[CH:9][CH:8]=2)[CH:6]=[CH:5][CH:4]=[CH:3][CH:2]=1.[CH2:22]1[C:27](=[O:28])[N:26]([O:29][C:30](ON2C(=O)CCC2=O)=[O:31])[C:24](=[O:25])[CH2:23]1. (3) The reactants are: [F:1][C:2]([F:19])([F:18])[C:3]1[CH:4]=[C:5]([C:9](=O)[CH2:10][C:11](=O)[C:12]([F:15])([F:14])[F:13])[CH:6]=[CH:7][CH:8]=1.[NH2:20][C:21]1[N:22]=[CH:23][NH:24][C:25]=1[C:26]#[N:27]. Given the product [F:1][C:2]([F:19])([F:18])[C:3]1[CH:4]=[C:5]([C:9]2[CH:10]=[C:11]([C:12]([F:15])([F:14])[F:13])[N:22]3[CH:23]=[N:24][C:25]([C:26]#[N:27])=[C:21]3[N:20]=2)[CH:6]=[CH:7][CH:8]=1, predict the reactants needed to synthesize it. (4) Given the product [CH2:1]([O:8][C:9]([NH:11][C@H:12]1[CH2:17][CH2:16][N:15]([C:18]2[N:23]=[CH:22][N:21]=[C:20]([C:24]([O:26][CH3:29])=[O:25])[CH:19]=2)[CH2:14][C@H:13]1[O:27][CH3:28])=[O:10])[C:2]1[CH:7]=[CH:6][CH:5]=[CH:4][CH:3]=1, predict the reactants needed to synthesize it. The reactants are: [CH2:1]([O:8][C:9]([NH:11][C@H:12]1[CH2:17][CH2:16][N:15]([C:18]2[N:23]=[CH:22][N:21]=[C:20]([C:24]([OH:26])=[O:25])[CH:19]=2)[CH2:14][C@H:13]1[O:27][CH3:28])=[O:10])[C:2]1[CH:7]=[CH:6][CH:5]=[CH:4][CH:3]=1.[C:29](=O)([O-])[O-].[K+].[K+].CI.